Dataset: Catalyst prediction with 721,799 reactions and 888 catalyst types from USPTO. Task: Predict which catalyst facilitates the given reaction. (1) Reactant: [F:1][CH:2]([F:34])[O:3][C:4]1[CH:9]=[CH:8][CH:7]=[CH:6][C:5]=1[CH2:10][N:11]1[C:15]2[CH:16]=[C:17]([C:20]3[C:21]([CH3:32])=[N:22][C:23]([CH:26]4[CH2:31][CH2:30][NH:29][CH2:28][CH2:27]4)=[N:24][CH:25]=3)[CH:18]=[CH:19][C:14]=2[N:13]=[C:12]1[CH3:33].C(N(CC)CC)C.[CH3:42][S:43](Cl)(=[O:45])=[O:44]. Product: [F:34][CH:2]([F:1])[O:3][C:4]1[CH:9]=[CH:8][CH:7]=[CH:6][C:5]=1[CH2:10][N:11]1[C:15]2[CH:16]=[C:17]([C:20]3[C:21]([CH3:32])=[N:22][C:23]([CH:26]4[CH2:31][CH2:30][N:29]([S:43]([CH3:42])(=[O:45])=[O:44])[CH2:28][CH2:27]4)=[N:24][CH:25]=3)[CH:18]=[CH:19][C:14]=2[N:13]=[C:12]1[CH3:33]. The catalyst class is: 2. (2) Reactant: Br[CH2:2][C:3]([C:5]1[CH:10]=[CH:9][C:8]([Cl:11])=[CH:7][C:6]=1[Cl:12])=O.[CH3:13][O:14][C:15]1[CH:16]=[C:17]([NH:27][C:28]([NH2:30])=[S:29])[CH:18]=[CH:19][C:20]=1[N:21]1[CH:25]=[C:24]([CH3:26])[N:23]=[CH:22]1. Product: [Cl:12][C:6]1[CH:7]=[C:8]([Cl:11])[CH:9]=[CH:10][C:5]=1[C:3]1[N:30]=[C:28]([NH:27][C:17]2[CH:18]=[CH:19][C:20]([N:21]3[CH:25]=[C:24]([CH3:26])[N:23]=[CH:22]3)=[C:15]([O:14][CH3:13])[CH:16]=2)[S:29][CH:2]=1. The catalyst class is: 27. (3) Reactant: [CH3:1][O:2][C:3]([C:5]1[C:9]2[C:10](=[S:14])[NH:11][CH2:12][CH2:13][C:8]=2[N:7]([CH2:15][CH2:16][C:17]2[CH:22]=[CH:21][C:20]([N+:23]([O-:25])=[O:24])=[CH:19][CH:18]=2)[CH:6]=1)=[O:4].CI.[C:28]([O-])([O-])=O.[K+].[K+]. Product: [CH3:1][O:2][C:3]([C:5]1[C:9]2[C:10]([S:14][CH3:28])=[N:11][CH2:12][CH2:13][C:8]=2[N:7]([CH2:15][CH2:16][C:17]2[CH:22]=[CH:21][C:20]([N+:23]([O-:25])=[O:24])=[CH:19][CH:18]=2)[CH:6]=1)=[O:4]. The catalyst class is: 21. (4) Reactant: [CH3:1][O:2][C:3]1[CH:4]=[C:5]([CH:8]=[CH:9][CH:10]=1)[CH2:6][OH:7].[H-].[Na+].O([CH2:21][P:22]([O:27][CH2:28][CH3:29])([O:24][CH2:25][CH3:26])=[O:23])S(C(F)(F)F)(=O)=O. Product: [CH3:1][O:2][C:3]1[CH:4]=[C:5]([CH2:6][O:7][CH2:21][P:22](=[O:23])([O:27][CH2:28][CH3:29])[O:24][CH2:25][CH3:26])[CH:8]=[CH:9][CH:10]=1. The catalyst class is: 3. (5) Reactant: C[C:2]1([C:8]([O:10][CH3:11])=[O:9])[CH2:6][CH2:5][CH2:4][C:3]1=[O:7].[CH3:12][O-].[Na+]. Product: [CH3:12][CH:4]1[CH2:5][CH2:6][CH:2]([C:8]([O:10][CH3:11])=[O:9])[C:3]1=[O:7]. The catalyst class is: 5.